This data is from Aqueous solubility values for 9,982 compounds from the AqSolDB database. The task is: Regression/Classification. Given a drug SMILES string, predict its absorption, distribution, metabolism, or excretion properties. Task type varies by dataset: regression for continuous measurements (e.g., permeability, clearance, half-life) or binary classification for categorical outcomes (e.g., BBB penetration, CYP inhibition). For this dataset (solubility_aqsoldb), we predict Y. The molecule is CC(=O)Nc1ccc(OP(=O)(O)O)cc1. The Y is 0.130 log mol/L.